From a dataset of Catalyst prediction with 721,799 reactions and 888 catalyst types from USPTO. Predict which catalyst facilitates the given reaction. Reactant: [CH2:1]([O:8][C:9]([NH:11][CH2:12][CH2:13][CH2:14][C@@H:15]([NH:18]C(OC(C)(C)C)=O)[CH2:16][OH:17])=[O:10])[C:2]1[CH:7]=[CH:6][CH:5]=[CH:4][CH:3]=1.Cl.O.[OH-].[Na+]. Product: [CH2:1]([O:8][C:9]([NH:11][CH2:12][CH2:13][CH2:14][C@@H:15]([NH2:18])[CH2:16][OH:17])=[O:10])[C:2]1[CH:3]=[CH:4][CH:5]=[CH:6][CH:7]=1. The catalyst class is: 308.